From a dataset of Reaction yield outcomes from USPTO patents with 853,638 reactions. Predict the reaction yield, written as a fraction of the theoretical maximum amount of product (1.0 means a 100% yield; for example, 0.34 means a 34% yield). (1) The reactants are [CH3:1][N:2](C(ON1N=NC2C=CC=NC1=2)=[N+](C)C)[CH3:3].F[P-](F)(F)(F)(F)F.[NH2:25][C:26]1[CH:34]=[CH:33][C:29]([C:30](O)=[O:31])=[CH:28][C:27]=1[O:35][CH3:36].CCN(C(C)C)C(C)C.CNC. The catalyst is C1COCC1. The product is [NH2:25][C:26]1[CH:34]=[CH:33][C:29]([C:30]([N:2]([CH3:3])[CH3:1])=[O:31])=[CH:28][C:27]=1[O:35][CH3:36]. The yield is 0.590. (2) The reactants are [F:1][C:2]1[CH:7]=[CH:6][C:5]([F:8])=[CH:4][C:3]=1[CH2:9][CH2:10][O:11][CH2:12][C:13]([NH:15][C:16]([C:18]1[C:23](Cl)=[N:22][CH:21]=[CH:20][N:19]=1)=[O:17])=[NH:14].CS(C)=O.CC([O-])(C)C.[K+].Cl. The catalyst is O. The product is [F:1][C:2]1[CH:7]=[CH:6][C:5]([F:8])=[CH:4][C:3]=1[CH2:9][CH2:10][O:11][CH2:12][C:13]1[NH:15][C:16](=[O:17])[C:18]2[C:23](=[N:22][CH:21]=[CH:20][N:19]=2)[N:14]=1. The yield is 0.230. (3) The reactants are [N+:1]([C:4]1[CH:5]=[CH:6][C:7]2[O:11][C:10]([CH2:12][N:13]3[CH2:17][CH2:16][CH2:15][CH2:14]3)=[N:9][C:8]=2[CH:18]=1)([O-])=O. The catalyst is [Pd].CCOC(C)=O.CO. The product is [NH2:1][C:4]1[CH:5]=[CH:6][C:7]2[O:11][C:10]([CH2:12][N:13]3[CH2:14][CH2:15][CH2:16][CH2:17]3)=[N:9][C:8]=2[CH:18]=1. The yield is 1.00. (4) The reactants are [CH3:1][O:2][C:3]1[CH:12]=[C:11]2[C:6]([CH2:7][CH2:8][C:9](=[O:15])[C:10]2([CH3:14])[CH3:13])=[CH:5][CH:4]=1.I[C:17]1[C:22]([O:23][CH2:24][C:25]2[CH:30]=[CH:29][C:28]([O:31][CH3:32])=[CH:27][CH:26]=2)=[CH:21][CH:20]=[CH:19][N:18]=1.CC(C)([O-])C.[Na+].CC1(C)C2C(=C(P(C3C=CC=CC=3)C3C=CC=CC=3)C=CC=2)OC2C(P(C3C=CC=CC=3)C3C=CC=CC=3)=CC=CC1=2. The catalyst is C(OCC)(=O)C.C1C=CC(/C=C/C(/C=C/C2C=CC=CC=2)=O)=CC=1.C1C=CC(/C=C/C(/C=C/C2C=CC=CC=2)=O)=CC=1.C1C=CC(/C=C/C(/C=C/C2C=CC=CC=2)=O)=CC=1.[Pd].[Pd].C1(C)C=CC=CC=1. The product is [CH3:1][O:2][C:3]1[CH:12]=[C:11]2[C:6]([CH2:7][CH:8]([C:17]3[C:22]([O:23][CH2:24][C:25]4[CH:30]=[CH:29][C:28]([O:31][CH3:32])=[CH:27][CH:26]=4)=[CH:21][CH:20]=[CH:19][N:18]=3)[C:9](=[O:15])[C:10]2([CH3:13])[CH3:14])=[CH:5][CH:4]=1. The yield is 0.440. (5) The reactants are [O:1]1[CH2:5][CH2:4][O:3][CH:2]1[C:6]1[O:7][CH:8]=[CH:9][CH:10]=1.C([Li])CCC.[F:16][C:17]1[CH:24]=[CH:23][C:20]([CH2:21]Br)=[CH:19][CH:18]=1. The catalyst is O1CCCC1. The product is [F:16][C:17]1[CH:24]=[CH:23][C:20]([CH2:21][C:8]2[O:7][C:6]([CH:2]3[O:3][CH2:4][CH2:5][O:1]3)=[CH:10][CH:9]=2)=[CH:19][CH:18]=1. The yield is 0.510.